From a dataset of Forward reaction prediction with 1.9M reactions from USPTO patents (1976-2016). Predict the product of the given reaction. Given the reactants [C:1]([C:3]1[CH:8]=[CH:7][C:6]([C:9]2[CH:10]=[N:11][N:12]3[CH:17]=[CH:16][C:15]([C:18]4[CH:40]=[CH:39][C:21]([C:22]([N:24]5[CH2:29][CH2:28][C:27]([NH:31]C(=O)OC(C)(C)C)([CH3:30])[CH2:26][CH2:25]5)=[O:23])=[CH:20][CH:19]=4)=[N:14][C:13]=23)=[CH:5][CH:4]=1)#[N:2].C(O)(C(F)(F)F)=O, predict the reaction product. The product is: [NH2:31][C:27]1([CH3:30])[CH2:28][CH2:29][N:24]([C:22]([C:21]2[CH:20]=[CH:19][C:18]([C:15]3[CH:16]=[CH:17][N:12]4[N:11]=[CH:10][C:9]([C:6]5[CH:7]=[CH:8][C:3]([C:1]#[N:2])=[CH:4][CH:5]=5)=[C:13]4[N:14]=3)=[CH:40][CH:39]=2)=[O:23])[CH2:25][CH2:26]1.